From a dataset of Catalyst prediction with 721,799 reactions and 888 catalyst types from USPTO. Predict which catalyst facilitates the given reaction. (1) Reactant: [NH2:1][C:2]1[C:6]([C:7]#[N:8])=[CH:5][NH:4][N:3]=1.[CH2:9](Br)[CH2:10][CH3:11].C(=O)([O-])[O-].[K+].[K+]. Product: [NH2:1][C:2]1[N:3]([CH2:9][CH2:10][CH3:11])[N:4]=[CH:5][C:6]=1[C:7]#[N:8]. The catalyst class is: 3. (2) Reactant: [Cl:1][C:2]1[C:10]([C:11]2[CH:12]=[CH:13][C:14]([NH2:17])=[N:15][CH:16]=2)=[CH:9][C:5]2[O:6][CH2:7][CH2:8][C:4]=2[CH:3]=1.[F:18][C:19]1[CH:27]=[CH:26][CH:25]=[CH:24][C:20]=1[C:21](Cl)=[O:22].CCN(C(C)C)C(C)C.C([O-])(O)=O.[Na+].C(Cl)Cl. Product: [Cl:1][C:2]1[C:10]([C:11]2[CH:12]=[CH:13][C:14]([NH:17][C:21]([C:20]3[CH:24]=[CH:25][CH:26]=[CH:27][C:19]=3[F:18])=[O:22])=[N:15][CH:16]=2)=[CH:9][C:5]2[O:6][CH2:7][CH2:8][C:4]=2[CH:3]=1. The catalyst class is: 2. (3) Reactant: [Br:1][C:2]1[CH:7]=[CH:6][C:5](F)=[C:4]([N+:9]([O-:11])=[O:10])[CH:3]=1.C(N(C(C)C)CC)(C)C.[NH:21]1[CH:25]=[CH:24][N:23]=[CH:22]1. Product: [Br:1][C:2]1[CH:7]=[CH:6][C:5]([N:21]2[CH:25]=[CH:24][N:23]=[CH:22]2)=[C:4]([N+:9]([O-:11])=[O:10])[CH:3]=1. The catalyst class is: 10. (4) Reactant: [F:1][C:2]1[C:14]([F:15])=[C:13]([F:16])[CH:12]=[CH:11][C:3]=1[NH:4][CH:5]([CH3:10])[C:6]([O:8]C)=[O:7].P([O-])([O-])([O-])=O.Cl. Product: [F:1][C:2]1[C:14]([F:15])=[C:13]([F:16])[CH:12]=[CH:11][C:3]=1[NH:4][C@@H:5]([CH3:10])[C:6]([OH:8])=[O:7]. The catalyst class is: 2.